Task: Regression. Given two drug SMILES strings and cell line genomic features, predict the synergy score measuring deviation from expected non-interaction effect.. Dataset: NCI-60 drug combinations with 297,098 pairs across 59 cell lines Drug 1: CC1=CC2C(CCC3(C2CCC3(C(=O)C)OC(=O)C)C)C4(C1=CC(=O)CC4)C. Drug 2: CC1=C(C(=O)C2=C(C1=O)N3CC4C(C3(C2COC(=O)N)OC)N4)N. Cell line: MOLT-4. Synergy scores: CSS=44.2, Synergy_ZIP=-3.79, Synergy_Bliss=-5.15, Synergy_Loewe=-44.0, Synergy_HSA=-3.55.